From a dataset of Catalyst prediction with 721,799 reactions and 888 catalyst types from USPTO. Predict which catalyst facilitates the given reaction. (1) Reactant: C([O:3][C:4]([C:6]1[C:7]2[C:15]([CH3:16])=[N:14][N:13]([C:17]3[CH:22]=[CH:21][C:20]([O:23][CH3:24])=[CH:19][CH:18]=3)[C:8]=2[N:9]=[C:10]([CH3:12])[CH:11]=1)=[O:5])C.O[Li].O. Product: [CH3:24][O:23][C:20]1[CH:19]=[CH:18][C:17]([N:13]2[C:8]3[N:9]=[C:10]([CH3:12])[CH:11]=[C:6]([C:4]([OH:5])=[O:3])[C:7]=3[C:15]([CH3:16])=[N:14]2)=[CH:22][CH:21]=1. The catalyst class is: 24. (2) Product: [CH3:1][N:2]1[CH2:7][CH2:6][CH:5]([O:8][C:9]2[CH:14]=[CH:13][C:12]([NH2:15])=[CH:11][C:10]=2[C:18]([F:19])([F:20])[F:21])[CH2:4][CH2:3]1. Reactant: [CH3:1][N:2]1[CH2:7][CH2:6][CH:5]([O:8][C:9]2[CH:14]=[CH:13][C:12]([N+:15]([O-])=O)=[CH:11][C:10]=2[C:18]([F:21])([F:20])[F:19])[CH2:4][CH2:3]1. The catalyst class is: 29. (3) Reactant: [CH3:1][S:2]([OH:5])(=[O:4])=[O:3].[Si]([O:13][CH2:14][CH2:15][N:16]([C:42]#[N:43])[C:17]1[CH:22]=[CH:21][C:20]([NH:23][C:24]([C:26]2[N:27]=[C:28]([CH3:41])[S:29][C:30]=2[C:31]([NH:33][C:34]2[CH:39]=[CH:38][C:37]([Cl:40])=[CH:36][N:35]=2)=[O:32])=[O:25])=[CH:19][CH:18]=1)(C(C)(C)C)(C)C. Product: [CH3:1][S:2]([OH:5])(=[O:4])=[O:3].[Cl:40][C:37]1[CH:38]=[CH:39][C:34]([NH:33][C:31]([C:30]2[S:29][C:28]([CH3:41])=[N:27][C:26]=2[C:24]([NH:23][C:20]2[CH:19]=[CH:18][C:17]([N:16]3[CH2:15][CH2:14][O:13][C:42]3=[NH:43])=[CH:22][CH:21]=2)=[O:25])=[O:32])=[N:35][CH:36]=1. The catalyst class is: 10. (4) Reactant: Br[C:2]1[CH:3]=[N:4][N:5]([C:27]2[CH:34]=[CH:33][C:30]([C:31]#[N:32])=[CH:29][CH:28]=2)[C:6]=1[C:7]1[C:8](=[O:26])[N:9]([CH3:25])[C:10](=[O:24])[N:11]([C:14]2[CH:19]=[CH:18][CH:17]=[C:16]([C:20]([F:23])([F:22])[F:21])[CH:15]=2)[C:12]=1[CH3:13].C([Sn](CCCC)(CCCC)[C:40]([O:42]CC)=[CH2:41])CCC.Cl.C(OCC)(=O)C. Product: [C:40]([C:2]1[CH:3]=[N:4][N:5]([C:27]2[CH:34]=[CH:33][C:30]([C:31]#[N:32])=[CH:29][CH:28]=2)[C:6]=1[C:7]1[C:8](=[O:26])[N:9]([CH3:25])[C:10](=[O:24])[N:11]([C:14]2[CH:19]=[CH:18][CH:17]=[C:16]([C:20]([F:23])([F:22])[F:21])[CH:15]=2)[C:12]=1[CH3:13])(=[O:42])[CH3:41]. The catalyst class is: 77. (5) Reactant: [Br:1][C:2]1[CH:7]=[CH:6][C:5]([S:8]([N:11]2[CH2:18][CH2:17][C:14]3([O:16][CH2:15]3)[CH2:13][CH2:12]2)(=[O:10])=[O:9])=[CH:4][CH:3]=1.[CH3:19][C:20]([Si:23]([CH3:31])([CH3:30])[O:24][CH2:25][C:26]1([NH2:29])[CH2:28][CH2:27]1)([CH3:22])[CH3:21]. Product: [Br:1][C:2]1[CH:7]=[CH:6][C:5]([S:8]([N:11]2[CH2:18][CH2:17][C:14]([CH2:15][NH:29][C:26]3([CH2:25][O:24][Si:23]([C:20]([CH3:22])([CH3:21])[CH3:19])([CH3:30])[CH3:31])[CH2:28][CH2:27]3)([OH:16])[CH2:13][CH2:12]2)(=[O:10])=[O:9])=[CH:4][CH:3]=1. The catalyst class is: 8. (6) Reactant: [Li]CCCC.[S:6]1[CH:10]=[CH:9][CH:8]=[CH:7]1.C1C=CC(S(N(S(C2C=CC=CC=2)(=O)=O)[F:21])(=O)=O)=CC=1.[C:31]([O:35][C:36]([N:38]1[CH2:43][CH2:42][CH:41]([CH:44]=[O:45])[CH2:40][CH2:39]1)=[O:37])([CH3:34])([CH3:33])[CH3:32].[NH4+].[Cl-]. Product: [C:31]([O:35][C:36]([N:38]1[CH2:43][CH2:42][CH:41]([CH:44]([C:7]2[S:6][C:10]([F:21])=[CH:9][CH:8]=2)[OH:45])[CH2:40][CH2:39]1)=[O:37])([CH3:34])([CH3:33])[CH3:32]. The catalyst class is: 49. (7) Reactant: [CH3:13][C:12]([O:11][C:9](O[C:9]([O:11][C:12]([CH3:15])([CH3:14])[CH3:13])=[O:10])=[O:10])([CH3:15])[CH3:14].[CH3:16][CH:17]1[NH:22][CH:21]([CH3:23])[CH2:20][N:19]([C:24]2[CH:29]=[CH:28][CH:27]=[CH:26][C:25]=2[N+:30]([O-:32])=[O:31])[CH2:18]1. Product: [C:12]([O:11][C:9]([N:22]1[CH:21]([CH3:23])[CH2:20][N:19]([C:24]2[CH:29]=[CH:28][CH:27]=[CH:26][C:25]=2[N+:30]([O-:32])=[O:31])[CH2:18][CH:17]1[CH3:16])=[O:10])([CH3:13])([CH3:14])[CH3:15]. The catalyst class is: 20. (8) Reactant: [Si:1]([O:8][C@@H:9]1[C@@:28]2([CH3:29])[C:13](=[CH:14][CH:15]=[C:16]3[C@@H:27]2[CH2:26][CH2:25][C@@:24]2([CH3:30])[C@H:17]3[CH2:18][CH:19]=[C:20]2[C@H:21]([OH:23])[CH3:22])[CH2:12][C@@H:11]([O:31][Si:32]([C:35]([CH3:38])([CH3:37])[CH3:36])([CH3:34])[CH3:33])[CH2:10]1)([C:4]([CH3:7])([CH3:6])[CH3:5])([CH3:3])[CH3:2].[H-].[Na+].C1OCCOCCOCCOCCOC1.Br[CH2:57]/[CH:58]=[CH:59]/[C:60]([CH3:70])([O:62][Si:63]([CH2:68][CH3:69])([CH2:66][CH3:67])[CH2:64][CH3:65])[CH3:61]. The catalyst class is: 7. Product: [Si:1]([O:8][C@@H:9]1[C@@:28]2([CH3:29])[C:13](=[CH:14][CH:15]=[C:16]3[C@@H:27]2[CH2:26][CH2:25][C@@:24]2([CH3:30])[C@H:17]3[CH2:18][CH:19]=[C:20]2[C@H:21]([O:23][CH2:57]/[CH:58]=[CH:59]/[C:60]([CH3:70])([O:62][Si:63]([CH2:66][CH3:67])([CH2:68][CH3:69])[CH2:64][CH3:65])[CH3:61])[CH3:22])[CH2:12][C@@H:11]([O:31][Si:32]([C:35]([CH3:37])([CH3:36])[CH3:38])([CH3:33])[CH3:34])[CH2:10]1)([C:4]([CH3:7])([CH3:6])[CH3:5])([CH3:3])[CH3:2]. (9) The catalyst class is: 21. Reactant: [CH2:1]([C:5]1([CH3:54])[CH2:10][CH2:9][N:8]([C:11]2[N:16]3[N:17]=[C:18]([C:20]4[S:21][C:22]([CH2:25][C:26]5[CH:31]=[CH:30][C:29]([F:32])=[CH:28][C:27]=5B5OC(C)(C)C(C)(C)O5)=[CH:23][N:24]=4)[CH:19]=[C:15]3[N:14]=[C:13]([CH3:42])[C:12]=2[C@H:43]([O:49][C:50]([CH3:53])([CH3:52])[CH3:51])[C:44]([O:46][CH2:47][CH3:48])=[O:45])[CH2:7][CH2:6]1)[CH2:2][CH:3]=[CH2:4].[OH:55]OS([O-])=O.[K+].S([O-])([O-])(=O)=S.[Na+].[Na+]. Product: [CH2:1]([C:5]1([CH3:54])[CH2:10][CH2:9][N:8]([C:11]2[N:16]3[N:17]=[C:18]([C:20]4[S:21][C:22]([CH2:25][C:26]5[CH:31]=[CH:30][C:29]([F:32])=[CH:28][C:27]=5[OH:55])=[CH:23][N:24]=4)[CH:19]=[C:15]3[N:14]=[C:13]([CH3:42])[C:12]=2[C@H:43]([O:49][C:50]([CH3:53])([CH3:52])[CH3:51])[C:44]([O:46][CH2:47][CH3:48])=[O:45])[CH2:7][CH2:6]1)[CH2:2][CH:3]=[CH2:4]. (10) Reactant: [N:1]1([C:7]2[CH:8]=[CH:9][C:10]3[O:14][C:13]([C:15]([NH2:17])=[O:16])=[CH:12][C:11]=3[CH:18]=2)[CH2:6][CH2:5][NH:4][CH2:3][CH2:2]1.Cl[CH2:20][CH2:21][CH2:22][CH2:23][C:24]1[C:32]2[C:27](=[CH:28][CH:29]=[C:30]([C:33]#[N:34])[CH:31]=2)[NH:26][CH:25]=1.C(=O)([O-])[O-].[K+].[K+].O. Product: [C:33]([C:30]1[CH:31]=[C:32]2[C:27](=[CH:28][CH:29]=1)[NH:26][CH:25]=[C:24]2[CH2:23][CH2:22][CH2:21][CH2:20][N:4]1[CH2:3][CH2:2][N:1]([C:7]2[CH:8]=[CH:9][C:10]3[O:14][C:13]([C:15]([NH2:17])=[O:16])=[CH:12][C:11]=3[CH:18]=2)[CH2:6][CH2:5]1)#[N:34]. The catalyst class is: 9.